Dataset: Catalyst prediction with 721,799 reactions and 888 catalyst types from USPTO. Task: Predict which catalyst facilitates the given reaction. (1) Reactant: [CH2:1]([C@H:8]([NH:44][C:45](=[O:51])[O:46][C:47]([CH3:50])([CH3:49])[CH3:48])[C@@H:9]([O:36][Si](C(C)(C)C)(C)C)[CH2:10][C@@H:11]([NH:25][C:26]([O:28][CH2:29][C:30]1[CH:35]=[CH:34][CH:33]=[CH:32][CH:31]=1)=[O:27])[CH2:12][C:13]1[CH:18]=[CH:17][C:16]([C:19]2[CH:24]=[CH:23][N:22]=[CH:21][CH:20]=2)=[CH:15][CH:14]=1)[C:2]1[CH:7]=[CH:6][CH:5]=[CH:4][CH:3]=1.[F-].C([N+](CCCC)(CCCC)CCCC)CCC. Product: [CH2:1]([C@H:8]([NH:44][C:45](=[O:51])[O:46][C:47]([CH3:49])([CH3:48])[CH3:50])[C@@H:9]([OH:36])[CH2:10][C@@H:11]([NH:25][C:26]([O:28][CH2:29][C:30]1[CH:35]=[CH:34][CH:33]=[CH:32][CH:31]=1)=[O:27])[CH2:12][C:13]1[CH:18]=[CH:17][C:16]([C:19]2[CH:20]=[CH:21][N:22]=[CH:23][CH:24]=2)=[CH:15][CH:14]=1)[C:2]1[CH:3]=[CH:4][CH:5]=[CH:6][CH:7]=1. The catalyst class is: 7. (2) Reactant: [F:1][C:2]1[CH:3]=[CH:4][CH:5]=[C:6]([C:18]#[N:19])[C:7]=1[C:8]1[CH:13]=[C:12]([N+:14]([O-])=O)[CH:11]=[CH:10][C:9]=1[F:17].O.O.[Sn](Cl)Cl. Product: [NH2:14][C:12]1[CH:11]=[CH:10][C:9]([F:17])=[C:8]([C:7]2[C:6]([C:18]#[N:19])=[CH:5][CH:4]=[CH:3][C:2]=2[F:1])[CH:13]=1. The catalyst class is: 214. (3) Reactant: [I:1][C:2]1[CH:3]=[CH:4][C:5]2[O:9][C:8]([C:10]([OH:12])=O)=[C:7]([CH3:13])[C:6]=2[C:14]=1[O:15][CH3:16].[CH3:17][O:18][C:19](=[O:41])[C@@H:20]([NH:24][S:25]([C:28]1[CH:33]=[CH:32][C:31]([C:34]2[CH:39]=[CH:38][C:37]([NH2:40])=[CH:36][CH:35]=2)=[CH:30][CH:29]=1)(=[O:27])=[O:26])[CH:21]([CH3:23])[CH3:22].F[P-](F)(F)(F)(F)F.N1(O[P+](N(C)C)(N(C)C)N(C)C)C2C=CC=CC=2N=N1.C(N(CC)C(C)C)(C)C. Product: [CH3:17][O:18][C:19](=[O:41])[C@@H:20]([NH:24][S:25]([C:28]1[CH:33]=[CH:32][C:31]([C:34]2[CH:35]=[CH:36][C:37]([NH:40][C:10]([C:8]3[O:9][C:5]4[CH:4]=[CH:3][C:2]([I:1])=[C:14]([O:15][CH3:16])[C:6]=4[C:7]=3[CH3:13])=[O:12])=[CH:38][CH:39]=2)=[CH:30][CH:29]=1)(=[O:27])=[O:26])[CH:21]([CH3:23])[CH3:22]. The catalyst class is: 650.